From a dataset of CYP1A2 inhibition data for predicting drug metabolism from PubChem BioAssay. Regression/Classification. Given a drug SMILES string, predict its absorption, distribution, metabolism, or excretion properties. Task type varies by dataset: regression for continuous measurements (e.g., permeability, clearance, half-life) or binary classification for categorical outcomes (e.g., BBB penetration, CYP inhibition). Dataset: cyp1a2_veith. (1) The molecule is C=CCOC(=O)/C(=C\c1cccc2ccccc12)NC(=O)c1ccccc1. The result is 1 (inhibitor). (2) The molecule is CCN(CC)c1ccc2c(c1)OC(N)=C(C#N)C2c1cccnc1. The result is 1 (inhibitor). (3) The compound is COc1ccc2cc3cc(C(=O)NCCCN4CCOCC4)oc3nc2c1. The result is 1 (inhibitor). (4) The compound is CCNCCC1(CC)C(=O)NC(=O)NC1=O. The result is 0 (non-inhibitor).